Task: Predict which catalyst facilitates the given reaction.. Dataset: Catalyst prediction with 721,799 reactions and 888 catalyst types from USPTO (1) Reactant: [C:1]([Si:5]([CH3:11])([CH3:10])[O:6][CH2:7][C:8]#[CH:9])([CH3:4])([CH3:3])[CH3:2].C([Mg]Cl)(C)C.[Li+].[Cl-].CON(C)[C:22](=[O:24])[CH3:23].[NH4+].[Cl-]. Product: [Si:5]([O:6][CH2:7][C:8]#[C:9][C:22](=[O:24])[CH3:23])([C:1]([CH3:3])([CH3:4])[CH3:2])([CH3:10])[CH3:11]. The catalyst class is: 1. (2) Reactant: [NH2:1][C:2]1[CH:7]=[C:6]([NH:8][CH:9]2[CH2:11][CH2:10]2)[N:5]2[N:12]=[CH:13][C:14]([CH:15]=O)=[C:4]2[N:3]=1.[NH:17]1[CH2:23][C:21](=[O:22])[NH:20][C:18]1=[O:19].N1CCCCC1. Product: [NH2:1][C:2]1[CH:7]=[C:6]([NH:8][CH:9]2[CH2:10][CH2:11]2)[N:5]2[N:12]=[CH:13][C:14]([CH:15]=[C:23]3[NH:17][C:18](=[O:19])[NH:20][C:21]3=[O:22])=[C:4]2[N:3]=1. The catalyst class is: 8. (3) Reactant: [Br:1][C:2]1[CH:10]=[C:9]2[C:5]([CH:6]=[N:7][NH:8]2)=[CH:4][C:3]=1[O:11][C:12]1[CH:17]=[CH:16][C:15]([N+:18]([O-:20])=[O:19])=[CH:14][C:13]=1[F:21].[CH2:22]1[CH2:27][O:26][CH:25]=[CH:24][CH2:23]1.CS(O)(=O)=O.C([O-])(O)=O.[Na+]. The catalyst class is: 49. Product: [Br:1][C:2]1[CH:10]=[C:9]2[C:5]([CH:6]=[N:7][N:8]2[CH:25]2[CH2:24][CH2:23][CH2:22][CH2:27][O:26]2)=[CH:4][C:3]=1[O:11][C:12]1[CH:17]=[CH:16][C:15]([N+:18]([O-:20])=[O:19])=[CH:14][C:13]=1[F:21]. (4) Reactant: [Br:1][C:2]1[CH:3]=[C:4]([CH:8]=[O:9])[S:5][C:6]=1[CH3:7].[CH2:10](O)[CH2:11][OH:12].C1(C)C=CC(S(O)(=O)=O)=CC=1. Product: [Br:1][C:2]1[CH:3]=[C:4]([CH:8]2[O:12][CH2:11][CH2:10][O:9]2)[S:5][C:6]=1[CH3:7]. The catalyst class is: 11. (5) Reactant: [CH2:1]([N:3]1[CH2:8][CH2:7][N:6]([C:9]2[N:14]=[CH:13][C:12]([CH:15]=[O:16])=[CH:11][CH:10]=2)[CH2:5][CH2:4]1)[CH3:2].[BH4-].[Na+]. Product: [CH2:1]([N:3]1[CH2:4][CH2:5][N:6]([C:9]2[N:14]=[CH:13][C:12]([CH2:15][OH:16])=[CH:11][CH:10]=2)[CH2:7][CH2:8]1)[CH3:2]. The catalyst class is: 8. (6) Reactant: [Br:1][C:2]1[C:10]([CH3:11])=[CH:9][C:5]([C:6]([OH:8])=[O:7])=[C:4]([OH:12])[CH:3]=1.S(Cl)(Cl)=O.[CH2:17](Cl)Cl.O. Product: [Br:1][C:2]1[C:10]([CH3:11])=[CH:9][C:5]([C:6]([O:8][CH3:17])=[O:7])=[C:4]([OH:12])[CH:3]=1. The catalyst class is: 5. (7) Reactant: CC([O-])(C)C.[K+].[N+:7]([CH2:9][C:10]([O:12][CH2:13][CH3:14])=[O:11])#[C-:8].[CH:15]1([N:18]=[C:19]=[S:20])[CH2:17][CH2:16]1.C(O)(=O)C. Product: [CH2:13]([O:12][C:10]([C:9]1[N:7]=[CH:8][S:20][C:19]=1[NH:18][CH:15]1[CH2:17][CH2:16]1)=[O:11])[CH3:14]. The catalyst class is: 1.